Dataset: Reaction yield outcomes from USPTO patents with 853,638 reactions. Task: Predict the reaction yield, written as a fraction of the theoretical maximum amount of product (1.0 means a 100% yield; for example, 0.34 means a 34% yield). (1) The reactants are [NH2:1][C:2]1[CH:30]=[CH:29][C:5]([O:6][C:7]2[N:12]=[CH:11][N:10]=[C:9]([NH:13][C:14](=[O:28])[N:15]([CH3:27])[CH:16]3[CH2:21][CH2:20][N:19]([CH:22]4[CH2:25][N:24]([CH3:26])[CH2:23]4)[CH2:18][CH2:17]3)[CH:8]=2)=[C:4]([F:31])[CH:3]=1.[C@]12(CS(O)(=O)=O)C(C)(C)C(CC1)CC2=O.[C:47]1([CH2:53][C:54]([N:56]=[C:57]=[S:58])=[O:55])[CH:52]=[CH:51][CH:50]=[CH:49][CH:48]=1.C(OCC)C. The catalyst is C(O)C.C1(C)C=CC=CC=1. The product is [F:31][C:4]1[CH:3]=[C:2]([NH:1][C:57]([NH:56][C:54](=[O:55])[CH2:53][C:47]2[CH:48]=[CH:49][CH:50]=[CH:51][CH:52]=2)=[S:58])[CH:30]=[CH:29][C:5]=1[O:6][C:7]1[N:12]=[CH:11][N:10]=[C:9]([NH:13][C:14](=[O:28])[N:15]([CH3:27])[CH:16]2[CH2:17][CH2:18][N:19]([CH:22]3[CH2:23][N:24]([CH3:26])[CH2:25]3)[CH2:20][CH2:21]2)[CH:8]=1. The yield is 0.134. (2) The reactants are [F:1][C:2]1[CH:19]=[CH:18][C:5]([CH2:6][CH:7]2[CH2:12][CH2:11][N:10]([C:13](=[O:17])[C:14]([OH:16])=O)[CH2:9][CH2:8]2)=[CH:4][CH:3]=1.C(N(CC)CC)C.[Br:27][C:28]1[CH:34]=[CH:33][C:31]([NH2:32])=[CH:30][CH:29]=1.CN(C(ON1N=NC2C=CC=CC1=2)=[N+](C)C)C.F[P-](F)(F)(F)(F)F. The catalyst is CN(C)C=O. The product is [Br:27][C:28]1[CH:34]=[CH:33][C:31]([NH:32][C:14](=[O:16])[C:13]([N:10]2[CH2:9][CH2:8][CH:7]([CH2:6][C:5]3[CH:4]=[CH:3][C:2]([F:1])=[CH:19][CH:18]=3)[CH2:12][CH2:11]2)=[O:17])=[CH:30][CH:29]=1. The yield is 0.430. (3) The reactants are [C:1]([C:5]1[CH:13]=[CH:12][C:11]([N+:14]([O-])=O)=[CH:10][C:6]=1[C:7]([O-:9])=[O:8])([CH3:4])([CH3:3])[CH3:2].[CH:17]([O-])=O.[K+]. The catalyst is CCO.O.[Pd]. The product is [C:1]([C:5]1[CH:13]=[CH:12][C:11]([NH2:14])=[CH:10][C:6]=1[C:7]([O:9][CH3:17])=[O:8])([CH3:4])([CH3:3])[CH3:2]. The yield is 0.950. (4) The reactants are N[C:2]([C:4]1[CH:9]=[CH:8][C:7](B(O)O)=[CH:6][C:5]=1Cl)=[O:3].I[C:15]1[C:23]2[C:18](=[N:19][CH:20]=[N:21][C:22]=2[NH2:24])[N:17]([CH:25]([CH3:27])[CH3:26])[N:16]=1.C([O-])([O-])=O.[Na+].[Na+]. The catalyst is CCO.COCCOC.C1C=CC([P]([Pd]([P](C2C=CC=CC=2)(C2C=CC=CC=2)C2C=CC=CC=2)([P](C2C=CC=CC=2)(C2C=CC=CC=2)C2C=CC=CC=2)[P](C2C=CC=CC=2)(C2C=CC=CC=2)C2C=CC=CC=2)(C2C=CC=CC=2)C2C=CC=CC=2)=CC=1. The product is [NH2:24][C:22]1[N:21]=[CH:20][N:19]=[C:18]2[N:17]([CH:25]([CH3:27])[CH3:26])[N:16]=[C:15]([C:6]3[CH:5]=[C:4]([CH2:2][OH:3])[CH:9]=[CH:8][CH:7]=3)[C:23]=12. The yield is 0.420.